This data is from Forward reaction prediction with 1.9M reactions from USPTO patents (1976-2016). The task is: Predict the product of the given reaction. (1) Given the reactants [OH:1][N:2]=[C:3]([C:5]1[CH:13]=[CH:12][C:11]2[N:10]3[CH2:14][CH2:15][CH:16]([CH2:17][C:18]([O:20]C(C)(C)C)=[O:19])[C:9]3=[CH:8][C:7]=2[CH:6]=1)[NH2:4].[CH3:25][C:26]1[CH:27]=[N:28][CH:29]=[C:30]([CH:34]=1)[C:31](O)=O, predict the reaction product. The product is: [CH3:31][C:30]1[CH:34]=[C:26]([C:25]2[O:1][N:2]=[C:3]([C:5]3[CH:13]=[CH:12][C:11]4[N:10]5[CH2:14][CH2:15][CH:16]([CH2:17][C:18]([OH:20])=[O:19])[C:9]5=[CH:8][C:7]=4[CH:6]=3)[N:4]=2)[CH:27]=[N:28][CH:29]=1. (2) Given the reactants [C:1]1([C:7]2[N:12]=[CH:11][C:10]([C:13]3[N:14]=[CH:15][N:16](C(C4C=CC=CC=4)(C4C=CC=CC=4)C4C=CC=CC=4)[CH:17]=3)=[CH:9][N:8]=2)[CH:6]=[CH:5][CH:4]=[CH:3][CH:2]=1.Cl, predict the reaction product. The product is: [NH:16]1[CH:17]=[C:13]([C:10]2[CH:11]=[N:12][C:7]([C:1]3[CH:6]=[CH:5][CH:4]=[CH:3][CH:2]=3)=[N:8][CH:9]=2)[N:14]=[CH:15]1. (3) Given the reactants [Br:1][C:2]1[CH:7]=[CH:6][C:5]([C@:8]2([C:31]([F:34])([F:33])[F:32])[C:18]#[C:17][CH2:16][S:15][CH2:14][C@@H:13]([C:19](N(OC)C)=[O:20])[NH:12][C:11](=[O:25])[C@H:10]([CH2:26][C:27](F)([CH3:29])[CH3:28])[NH:9]2)=[CH:4][CH:3]=1.[CH3:35][Mg+].[Br-].[NH4+].[Cl-], predict the reaction product. The product is: [C:19]([C@H:13]1[NH:12][C:11](=[O:25])[C@H:10]([CH2:26][C:27]([CH3:28])=[CH2:29])[NH:9][C@@:8]([C:5]2[CH:4]=[CH:3][C:2]([Br:1])=[CH:7][CH:6]=2)([C:31]([F:34])([F:32])[F:33])[C:18]#[C:17][CH2:16][S:15][CH2:14]1)(=[O:20])[CH3:35]. (4) The product is: [C:1]([O:5][C:6](=[O:25])[N:7]([CH2:9][C:10]1[CH:14]=[C:13]([C:28]2[CH:29]=[C:30]([O:33][CH3:34])[CH:31]=[CH:32][C:27]=2[F:26])[N:12]([S:16]([C:19]2[CH:20]=[N:21][CH:22]=[CH:23][CH:24]=2)(=[O:18])=[O:17])[CH:11]=1)[CH3:8])([CH3:4])([CH3:3])[CH3:2]. Given the reactants [C:1]([O:5][C:6](=[O:25])[N:7]([CH2:9][C:10]1[CH:14]=[C:13](Br)[N:12]([S:16]([C:19]2[CH:20]=[N:21][CH:22]=[CH:23][CH:24]=2)(=[O:18])=[O:17])[CH:11]=1)[CH3:8])([CH3:4])([CH3:3])[CH3:2].[F:26][C:27]1[CH:32]=[CH:31][C:30]([O:33][CH3:34])=[CH:29][C:28]=1B(O)O.C(=O)([O-])O.[Na+].COCCOC, predict the reaction product. (5) Given the reactants [CH3:1][C:2]1[CH:3]=[C:4]([CH:13]=[CH:14][C:15]=1[N+:16]([O-])=O)[O:5][C:6]1[CH:11]=[CH:10][N:9]=[C:8]([NH2:12])[CH:7]=1.[CH2:19]([N:21]([CH2:24][CH3:25])[CH2:22]C)[CH3:20].ClC(OC1C=CC=CC=1)=[O:28].N1CCCC1.[Cl-].[NH4+], predict the reaction product. The product is: [NH2:16][C:15]1[CH:14]=[CH:13][C:4]([O:5][C:6]2[CH:11]=[CH:10][N:9]=[C:8]([NH:12][C:22]([N:21]3[CH2:24][CH2:25][CH2:20][CH2:19]3)=[O:28])[CH:7]=2)=[CH:3][C:2]=1[CH3:1]. (6) Given the reactants [CH:1]1([CH2:4][O:5][C:6]2[CH:11]=[CH:10][C:9]([CH:12]([F:14])[F:13])=[CH:8][C:7]=2[C:15]2[C:16]3[NH:23][C:22]([CH3:24])=[C:21]([C:25](O)=[O:26])[C:17]=3[N:18]=[CH:19][N:20]=2)[CH2:3][CH2:2]1.[NH2:28][C@@H:29]1[CH2:34][CH2:33][C@@H:32]([NH:35][C:36](=[O:42])[O:37][C:38]([CH3:41])([CH3:40])[CH3:39])[CH2:31][C@H:30]1[CH3:43], predict the reaction product. The product is: [CH:1]1([CH2:4][O:5][C:6]2[CH:11]=[CH:10][C:9]([CH:12]([F:13])[F:14])=[CH:8][C:7]=2[C:15]2[C:16]3[NH:23][C:22]([CH3:24])=[C:21]([C:25]([NH:28][C@H:29]4[CH2:34][CH2:33][C@H:32]([NH:35][C:36](=[O:42])[O:37][C:38]([CH3:40])([CH3:39])[CH3:41])[CH2:31][C@@H:30]4[CH3:43])=[O:26])[C:17]=3[N:18]=[CH:19][N:20]=2)[CH2:2][CH2:3]1. (7) Given the reactants Cl[C:2]1[CH:7]=[CH:6][C:5]([C:8]#[C:9][C:10]2[N:11]=[C:12]([CH3:15])[S:13][CH:14]=2)=[CH:4][N:3]=1.[Br-].[C:17]([Zn+])([CH3:20])([CH3:19])[CH3:18].C1COCC1, predict the reaction product. The product is: [C:17]([C:2]1[CH:7]=[CH:6][C:5]([C:8]#[C:9][C:10]2[N:11]=[C:12]([CH3:15])[S:13][CH:14]=2)=[CH:4][N:3]=1)([CH3:20])([CH3:19])[CH3:18]. (8) Given the reactants [Cl:1][C:2]1[N:3]=[C:4]([C:9]([NH:11][C@H:12]2[CH2:17][CH2:16][N:15]([C:18]3[S:19][C:20]([C:26]([O:28][CH2:29][CH3:30])=[O:27])=[C:21]([C:23](O)=[O:24])[N:22]=3)[CH2:14][C@H:13]2[O:31][CH3:32])=[O:10])[NH:5][C:6]=1[CH2:7][CH3:8].[CH3:33][N:34]([CH3:38])[CH2:35][CH2:36][NH2:37].CCN=C=NCCCN(C)C.Cl.C1C=CC2N(O)N=NC=2C=1, predict the reaction product. The product is: [Cl:1][C:2]1[N:3]=[C:4]([C:9]([NH:11][C@H:12]2[CH2:17][CH2:16][N:15]([C:18]3[S:19][C:20]([C:26]([O:28][CH2:29][CH3:30])=[O:27])=[C:21]([C:23](=[O:24])[NH:37][CH2:36][CH2:35][N:34]([CH3:38])[CH3:33])[N:22]=3)[CH2:14][C@H:13]2[O:31][CH3:32])=[O:10])[NH:5][C:6]=1[CH2:7][CH3:8]. (9) Given the reactants [CH3:1][C:2]([S:16][S:17][C:18]1[CH:23]=CC([N+]([O-])=O)=CN=1)([CH3:15])[CH2:3][CH2:4][C:5]([O:7][N:8]1[C:12](=[O:13])[CH2:11][CH2:10][C:9]1=[O:14])=[O:6].SCC[P:30]([CH2:53][CH2:54][O:55][C:56]1[C:57]([O:72][CH3:73])=[CH:58][C:59]2[C:65](=[O:66])[N:64]3[CH2:67][C:68](=[CH2:70])[CH2:69][C@H:63]3[CH:62]=[N:61][C:60]=2[CH:71]=1)([CH2:32][CH2:33][O:34][C:35]1[C:36]([O:51][CH3:52])=[CH:37][C:38]2[C:44](=[O:45])[N:43]3[CH2:46][C:47](=[CH2:49])[CH2:48][C@H:42]3[CH2:41][NH:40][C:39]=2[CH:50]=1)=[O:31], predict the reaction product. The product is: [CH3:73][O:72][C:57]1[C:56]([O:55][CH2:54][CH2:53][P:30]([CH2:23][CH2:18][S:17][S:16][C:2]([CH3:1])([CH3:15])[CH2:3][CH2:4][C:5]([O:7][N:8]2[C:9](=[O:14])[CH2:10][CH2:11][C:12]2=[O:13])=[O:6])([CH2:32][CH2:33][O:34][C:35]2[C:36]([O:51][CH3:52])=[CH:37][C:38]3[C:44](=[O:45])[N:43]4[CH2:46][C:47](=[CH2:49])[CH2:48][C@H:42]4[CH:41]=[N:40][C:39]=3[CH:50]=2)=[O:31])=[CH:71][C:60]2[NH:61][CH2:62][C@@H:63]3[CH2:69][C:68](=[CH2:70])[CH2:67][N:64]3[C:65](=[O:66])[C:59]=2[CH:58]=1. (10) Given the reactants [CH3:1][C:2]([O:5][C:6]([N:8]1[CH2:13][CH2:12][CH:11]([CH2:14][C:15]2[CH:16]=[C:17]([CH:21]=[CH:22][CH:23]=2)C(O)=O)[CH2:10][CH2:9]1)=[O:7])([CH3:4])[CH3:3].[NH2:24][CH2:25][C:26]1[CH:27]=[CH:28][C:29]([F:56])=[C:30]([C:32]2[CH:37]=[CH:36][CH:35]=[C:34]([CH2:38][N:39]3[CH2:44][CH2:43][N:42]([C:45]([O:47][CH2:48][C:49]4[CH:54]=[CH:53][CH:52]=[CH:51][CH:50]=4)=[O:46])[C@@H:41]([CH3:55])[CH2:40]3)[CH:33]=2)[CH:31]=1.CCN(C(C)C)C(C)C.CN([C:69]([O:73]N1N=NC2C=CC=NC1=2)=[N+](C)C)C.F[P-](F)(F)(F)(F)F.C1C=CC2N(O)N=NC=2C=1.C([O-])([O-])=O.[Na+].[Na+], predict the reaction product. The product is: [CH3:4][C:2]([O:5][C:6]([N:8]1[CH2:9][CH2:10][CH:11]([CH2:14][C:15]2[CH:16]=[C:17]([C:69]([NH:24][CH2:25][C:26]3[CH:27]=[CH:28][C:29]([F:56])=[C:30]([C:32]4[CH:37]=[CH:36][CH:35]=[C:34]([CH2:38][N:39]5[CH2:44][CH2:43][N:42]([C:45]([O:47][CH2:48][C:49]6[CH:54]=[CH:53][CH:52]=[CH:51][CH:50]=6)=[O:46])[C@@H:41]([CH3:55])[CH2:40]5)[CH:33]=4)[CH:31]=3)=[O:73])[CH:21]=[CH:22][CH:23]=2)[CH2:12][CH2:13]1)=[O:7])([CH3:1])[CH3:3].